Dataset: Catalyst prediction with 721,799 reactions and 888 catalyst types from USPTO. Task: Predict which catalyst facilitates the given reaction. (1) Reactant: [Cl:1][C:2]1[C:7]([NH:8][C:9]2[N:14]=[C:13]([N:15](CC)[CH2:16][C:17]3C=CC(OC)=CC=3)[C:12]3=[N:27][CH:28]=[C:29]([C:30]#[N:31])[N:11]3[N:10]=2)=[CH:6][C:5]([C:32]#[N:33])=[CH:4][C:3]=1[N:34]1[CH2:39][CH2:38][C@@H:37]([NH:40]C(=O)OC(C)(C)C)[C@H:36]([OH:48])[CH2:35]1.C1(OC)C=CC=CC=1.C(O)(C(F)(F)F)=O. Product: [NH2:40][C@@H:37]1[CH2:38][CH2:39][N:34]([C:3]2[C:2]([Cl:1])=[C:7]([NH:8][C:9]3[N:14]=[C:13]([NH:15][CH2:16][CH3:17])[C:12]4=[N:27][CH:28]=[C:29]([C:30]#[N:31])[N:11]4[N:10]=3)[CH:6]=[C:5]([C:32]#[N:33])[CH:4]=2)[CH2:35][C@H:36]1[OH:48]. The catalyst class is: 26. (2) Reactant: C1(P(C2C=CC=CC=2)C2C=CC=CC=2)C=CC=CC=1.N([C:22]([O:24][CH:25](C)[CH3:26])=O)=N[C:22]([O:24][CH:25](C)[CH3:26])=O.[CH3:34][O:35][C:36](=[O:44])[C:37]1[CH:42]=[CH:41][CH:40]=[CH:39][C:38]=1[OH:43].COCCO. Product: [CH3:34][O:35][C:36](=[O:44])[C:37]1[CH:42]=[CH:41][CH:40]=[CH:39][C:38]=1[O:43][CH2:26][CH2:25][O:24][CH3:22]. The catalyst class is: 1. (3) Reactant: C([O:3][C:4](=[O:31])[CH2:5][C@@H:6]([C:24]1[CH:25]=[N:26][C:27]([CH3:30])=[N:28][CH:29]=1)[CH2:7][CH2:8][CH2:9][CH2:10][CH2:11][CH2:12][C:13]1[CH:14]=[CH:15][C:16]2[CH2:22][CH2:21][CH2:20][CH2:19][NH:18][C:17]=2[N:23]=1)C.[OH-].[Na+]. Product: [CH3:30][C:27]1[N:26]=[CH:25][C:24]([C@@H:6]([CH2:7][CH2:8][CH2:9][CH2:10][CH2:11][CH2:12][C:13]2[CH:14]=[CH:15][C:16]3[CH2:22][CH2:21][CH2:20][CH2:19][NH:18][C:17]=3[N:23]=2)[CH2:5][C:4]([OH:31])=[O:3])=[CH:29][N:28]=1. The catalyst class is: 8. (4) Product: [CH3:1][O:2][C:3](=[O:16])[CH2:4][CH2:5][C:6]([C:8]1[CH:13]=[CH:12][C:11]([O:14][CH:18]2[CH2:19][CH2:20][CH2:21][CH2:22][O:17]2)=[CH:10][C:9]=1[OH:15])=[O:7]. The catalyst class is: 4. Reactant: [CH3:1][O:2][C:3](=[O:16])[CH2:4][CH2:5][C:6]([C:8]1[CH:13]=[CH:12][C:11]([OH:14])=[CH:10][C:9]=1[OH:15])=[O:7].[O:17]1[CH:22]=[CH:21][CH2:20][CH2:19][CH2:18]1.